Dataset: Forward reaction prediction with 1.9M reactions from USPTO patents (1976-2016). Task: Predict the product of the given reaction. (1) Given the reactants [C:1]([C:3]1[CH:4]=[C:5](/[CH:10]=[CH:11]/[C:12]([O:14]CC2C=CC=CC=2)=[O:13])[CH:6]=[CH:7][C:8]=1[F:9])#[N:2], predict the reaction product. The product is: [C:1]([C:3]1[CH:4]=[C:5]([CH2:10][CH2:11][C:12]([OH:14])=[O:13])[CH:6]=[CH:7][C:8]=1[F:9])#[N:2]. (2) Given the reactants [CH:1]1([CH2:4][C:5]2([C:28]3[CH:33]=[CH:32][C:31]([S:34][CH3:35])=[CH:30][CH:29]=3)[CH2:10][CH2:9][CH2:8][N:7]3[C:11]([C:14]4[CH:19]=[CH:18][C:17]([C:20]5[O:24][C:23]([CH3:25])=[N:22][CH:21]=5)=[C:16]([O:26][CH3:27])[CH:15]=4)=[N:12][N:13]=[C:6]23)[CH2:3][CH2:2]1.[OH2:36].[OH2:37].O.O.O.O.[Mg+2].C(O[O-])(=O)C1C(=CC=CC=1)C([O-])=O, predict the reaction product. The product is: [CH:1]1([CH2:4][C:5]2([C:28]3[CH:33]=[CH:32][C:31]([S:34]([CH3:35])(=[O:37])=[O:36])=[CH:30][CH:29]=3)[CH2:10][CH2:9][CH2:8][N:7]3[C:11]([C:14]4[CH:19]=[CH:18][C:17]([C:20]5[O:24][C:23]([CH3:25])=[N:22][CH:21]=5)=[C:16]([O:26][CH3:27])[CH:15]=4)=[N:12][N:13]=[C:6]23)[CH2:3][CH2:2]1. (3) Given the reactants [N:1]12[CH2:9][CH2:8][CH:5]([CH2:6][CH2:7]1)[N:4]([C:10]1[N:15]=[CH:14][C:13]([NH2:16])=[CH:12][CH:11]=1)[CH2:3][CH2:2]2.[N+:17]([C:20]1[CH:28]=[CH:27][C:23]([C:24]([Cl:26])=[O:25])=[CH:22][CH:21]=1)([O-:19])=[O:18], predict the reaction product. The product is: [ClH:26].[N:1]12[CH2:7][CH2:6][CH:5]([CH2:8][CH2:9]1)[N:4]([C:10]1[N:15]=[CH:14][C:13]([NH:16][C:24](=[O:25])[C:23]3[CH:22]=[CH:21][C:20]([N+:17]([O-:19])=[O:18])=[CH:28][CH:27]=3)=[CH:12][CH:11]=1)[CH2:3][CH2:2]2. (4) Given the reactants C(OC([NH:8][C:9]1[CH:10]=[C:11]2[C:15](=[CH:16][CH:17]=1)[NH:14][CH:13]=[C:12]2[CH2:18][C:19]([O:21][CH3:22])=[O:20])=O)(C)(C)C.C(O)(C(F)(F)F)=O, predict the reaction product. The product is: [NH2:8][C:9]1[CH:10]=[C:11]2[C:15](=[CH:16][CH:17]=1)[NH:14][CH:13]=[C:12]2[CH2:18][C:19]([O:21][CH3:22])=[O:20]. (5) Given the reactants [F:1][C:2]([F:26])([F:25])[CH2:3][NH:4][C:5]([C:7]1([CH2:21][CH2:22][CH2:23]Br)[C:20]2[CH:19]=[CH:18][CH:17]=[CH:16][C:15]=2[O:14][C:13]2[C:8]1=[CH:9][CH:10]=[CH:11][CH:12]=2)=[O:6].[N:27]1([C:33]2[CH:42]=[C:41]3[C:36]([CH:37]=[N:38][N:39]([CH2:44][C:45]4[CH:50]=[CH:49][CH:48]=[CH:47][N:46]=4)[C:40]3=[O:43])=[CH:35][CH:34]=2)[CH2:32][CH2:31][NH:30][CH2:29][CH2:28]1, predict the reaction product. The product is: [N:46]1[CH:47]=[CH:48][CH:49]=[CH:50][C:45]=1[CH2:44][N:39]1[N:38]=[CH:37][C:36]2[C:41](=[CH:42][C:33]([N:27]3[CH2:32][CH2:31][N:30]([CH2:23][CH2:22][CH2:21][C:7]4([C:5](=[O:6])[NH:4][CH2:3][C:2]([F:26])([F:25])[F:1])[C:20]5[CH:19]=[CH:18][CH:17]=[CH:16][C:15]=5[O:14][C:13]5[C:8]4=[CH:9][CH:10]=[CH:11][CH:12]=5)[CH2:29][CH2:28]3)=[CH:34][CH:35]=2)[C:40]1=[O:43]. (6) The product is: [F:1][C:2]([F:13])([F:12])[C:3]1[CH:8]=[CH:7][C:6]([C@H:22]([CH3:23])[CH2:21][C:20]([NH2:25])=[O:24])=[CH:5][CH:4]=1. Given the reactants [F:1][C:2]([F:13])([F:12])[C:3]1[CH:8]=[CH:7][C:6](B(O)O)=[CH:5][CH:4]=1.C([O-])([O-])=O.[K+].[K+].[C:20]([NH2:25])(=[O:24])[CH:21]=[CH:22][CH3:23].O1CCOCC1, predict the reaction product. (7) Given the reactants [Cl:1][C:2]1[C:10]([N+:11]([O-:13])=[O:12])=[CH:9][CH:8]=[CH:7][C:3]=1[C:4]([NH2:6])=O, predict the reaction product. The product is: [Cl:1][C:2]1[C:10]([N+:11]([O-:13])=[O:12])=[CH:9][CH:8]=[CH:7][C:3]=1[C:4]#[N:6].